Dataset: Forward reaction prediction with 1.9M reactions from USPTO patents (1976-2016). Task: Predict the product of the given reaction. (1) Given the reactants [CH3:1][C:2]1[N:19](S(C2C=CC=CC=2)(=O)=O)[C:5]2=[N:6][CH:7]=[CH:8][C:9](B3OC(C)(C)C(C)(C)O3)=[C:4]2[CH:3]=1.Cl[C:30]1[N:35]=[CH:34][C:33]([S:36]([NH:39][CH:40]2[CH2:45][CH2:44][S:43](=[O:47])(=[O:46])[CH2:42][CH2:41]2)(=[O:38])=[O:37])=[CH:32][CH:31]=1.C(=O)([O-])[O-].[Na+].[Na+].[OH-].[Na+], predict the reaction product. The product is: [O:47]=[S:43]1(=[O:46])[CH2:42][CH2:41][CH:40]([NH:39][S:36]([C:33]2[CH:34]=[N:35][C:30]([C:9]3[CH:8]=[CH:7][N:6]=[C:5]4[NH:19][C:2]([CH3:1])=[CH:3][C:4]=34)=[CH:31][CH:32]=2)(=[O:38])=[O:37])[CH2:45][CH2:44]1. (2) Given the reactants Br[C:2]1[CH:3]=[C:4]([C:8]2[N:9]=[C:10]([CH:20]([CH3:22])[CH3:21])[NH:11][C:12]=2[C:13]2[CH:18]=[CH:17][CH:16]=[C:15]([CH3:19])[N:14]=2)[CH:5]=[CH:6][CH:7]=1.[CH3:23][O:24][C:25]1[CH:30]=[CH:29][C:28](B(O)O)=[CH:27][N:26]=1, predict the reaction product. The product is: [CH:20]([C:10]1[NH:11][C:12]([C:13]2[CH:18]=[CH:17][CH:16]=[C:15]([CH3:19])[N:14]=2)=[C:8]([C:4]2[CH:3]=[C:2]([C:28]3[CH:29]=[CH:30][C:25]([O:24][CH3:23])=[N:26][CH:27]=3)[CH:7]=[CH:6][CH:5]=2)[N:9]=1)([CH3:22])[CH3:21]. (3) Given the reactants Br[C:2]1[CH:31]=[CH:30][C:5]2[C:6]([CH3:29])=[C:7]([CH2:9][CH2:10][CH2:11][O:12][C:13]3[CH:18]=[CH:17][C:16]([O:19][C:20]([CH3:27])([CH3:26])[C:21]([O:23][CH2:24][CH3:25])=[O:22])=[C:15]([CH3:28])[CH:14]=3)[S:8][C:4]=2[CH:3]=1.BrCCCC1SC2C=CC([C:46]([F:49])([F:48])[F:47])=CC=2C=1C, predict the reaction product. The product is: [CH3:27][C:20]([O:19][C:16]1[CH:17]=[CH:18][C:13]([O:12][CH2:11][CH2:10][CH2:9][C:7]2[S:8][C:4]3[CH:3]=[CH:2][C:31]([C:46]([F:49])([F:48])[F:47])=[CH:30][C:5]=3[C:6]=2[CH3:29])=[CH:14][C:15]=1[CH3:28])([CH3:26])[C:21]([O:23][CH2:24][CH3:25])=[O:22]. (4) The product is: [C:1]1([CH:7]2[CH2:9][CH:8]2[C:10]([N:13]([C:14]2[N:19]=[N:18][C:17]([N:20]3[CH2:21][CH2:22][N:23]([C:26](=[O:27])[C:28]4[CH:33]=[CH:32][CH:31]=[CH:30][C:29]=4[C:34]([F:37])([F:36])[F:35])[CH2:24][CH2:25]3)=[CH:16][CH:15]=2)[C:10]([CH:8]2[CH2:9][CH:7]2[C:1]2[CH:6]=[CH:5][CH:4]=[CH:3][CH:2]=2)=[O:11])=[O:11])[CH:6]=[CH:5][CH:4]=[CH:3][CH:2]=1. Given the reactants [C:1]1([CH:7]2[CH2:9][CH:8]2[C:10](Cl)=[O:11])[CH:6]=[CH:5][CH:4]=[CH:3][CH:2]=1.[NH2:13][C:14]1[N:19]=[N:18][C:17]([N:20]2[CH2:25][CH2:24][N:23]([C:26]([C:28]3[CH:33]=[CH:32][CH:31]=[CH:30][C:29]=3[C:34]([F:37])([F:36])[F:35])=[O:27])[CH2:22][CH2:21]2)=[CH:16][CH:15]=1, predict the reaction product.